This data is from Full USPTO retrosynthesis dataset with 1.9M reactions from patents (1976-2016). The task is: Predict the reactants needed to synthesize the given product. Given the product [CH2:16]([C:10]1[CH:9]=[C:8]([CH2:7][C@@H:2]([NH:1][C:47]([N:27]2[CH2:28][CH2:29][CH:30]([N:33]3[CH2:39][CH2:38][C:37]4[CH:40]=[CH:41][CH:42]=[CH:43][C:36]=4[NH:35][C:34]3=[O:44])[CH2:31][CH2:32]2)=[O:48])[C:3]([O:5][CH3:6])=[O:4])[CH:13]=[CH:12][C:11]=1[CH2:14][CH3:15])[CH3:17], predict the reactants needed to synthesize it. The reactants are: [NH2:1][C@H:2]([CH2:7][C:8]1[CH:13]=[CH:12][C:11]([CH2:14][CH3:15])=[C:10]([CH2:16][CH3:17])[CH:9]=1)[C:3]([O:5][CH3:6])=[O:4].C(N(C(C)C)C(C)C)C.[NH:27]1[CH2:32][CH2:31][CH:30]([N:33]2[CH2:39][CH2:38][C:37]3[CH:40]=[CH:41][CH:42]=[CH:43][C:36]=3[NH:35][C:34]2=[O:44])[CH2:29][CH2:28]1.C1C[O:48][CH2:47]C1.